This data is from Forward reaction prediction with 1.9M reactions from USPTO patents (1976-2016). The task is: Predict the product of the given reaction. (1) Given the reactants [Br:1][C:2]1[CH:3]=[C:4]([C:13]2[N:17]([C:18]3[CH:23]=[CH:22][CH:21]=[CH:20][N:19]=3)[N:16]=[C:15]([C:24](O)=[O:25])[CH:14]=2)[CH:5]=[C:6]([O:8][C:9]([F:12])([F:11])[F:10])[CH:7]=1.ClC1C=C(C2N(C3C=CC=CN=3)N=C(C([N:48]3[CH2:52][C:51](=[O:53])[NH:50][CH2:49]3)=O)C=2)C=C(F)C=1.Cl.N1C=CNC1=O, predict the reaction product. The product is: [Br:1][C:2]1[CH:3]=[C:4]([C:13]2[N:17]([C:18]3[CH:23]=[CH:22][CH:21]=[CH:20][N:19]=3)[N:16]=[C:15]([C:24]([N:48]3[CH2:52][C:51](=[O:53])[NH:50][CH2:49]3)=[O:25])[CH:14]=2)[CH:5]=[C:6]([O:8][C:9]([F:12])([F:11])[F:10])[CH:7]=1. (2) Given the reactants C1([O:7][C:8](=O)[NH:9][C:10]2[CH:15]=[CH:14][C:13]([B:16]3[O:20][C:19]([CH3:22])([CH3:21])[C:18]([CH3:24])([CH3:23])[O:17]3)=[CH:12][CH:11]=2)C=CC=CC=1.[F:26][CH2:27][CH2:28][NH2:29], predict the reaction product. The product is: [F:26][CH2:27][CH2:28][NH:29][C:8]([NH:9][C:10]1[CH:15]=[CH:14][C:13]([B:16]2[O:17][C:18]([CH3:23])([CH3:24])[C:19]([CH3:22])([CH3:21])[O:20]2)=[CH:12][CH:11]=1)=[O:7].